This data is from Forward reaction prediction with 1.9M reactions from USPTO patents (1976-2016). The task is: Predict the product of the given reaction. (1) The product is: [C:5]([C:4]1[CH:3]=[C:2]([CH:10]=[CH:9][CH:8]=1)[O:1][C:13]1[C:12]([Cl:11])=[CH:30][C:16]2[CH:17]=[C:18]([C:25]([OH:27])=[O:26])[CH:19]([C:21]([F:23])([F:24])[F:22])[O:20][C:15]=2[CH:14]=1)([OH:7])=[O:6]. Given the reactants [OH:1][C:2]1[CH:3]=[C:4]([CH:8]=[CH:9][CH:10]=1)[C:5]([OH:7])=[O:6].[Cl:11][C:12]1[C:13](F)=[CH:14][C:15]2[O:20][CH:19]([C:21]([F:24])([F:23])[F:22])[C:18]([C:25]([O:27]CC)=[O:26])=[CH:17][C:16]=2[CH:30]=1.C(=O)([O-])[O-].[K+].[K+], predict the reaction product. (2) Given the reactants [F:1][C:2]1[CH:9]=[CH:8][CH:7]=[CH:6][C:3]=1[CH:4]=O.[NH2:10][C:11]1[CH:12]=[C:13]2[C:17]3=[C:18]([CH2:20][O:21][CH2:22][CH2:23][N:16]3[C@H:15]3[CH2:24][CH2:25][N:26](C(OC(C)(C)C)=O)[CH2:27][C@@H:14]23)[CH:19]=1, predict the reaction product. The product is: [F:1][C:2]1[CH:9]=[CH:8][CH:7]=[CH:6][C:3]=1[CH2:4][NH:10][C:11]1[CH:12]=[C:13]2[C:17]3=[C:18]([CH2:20][O:21][CH2:22][CH2:23][N:16]3[C@H:15]3[CH2:24][CH2:25][NH:26][CH2:27][C@@H:14]23)[CH:19]=1. (3) Given the reactants [CH3:1][O:2][C:3]1[N:4]=[C:5]2[C:10](=[CH:11][CH:12]=1)[N:9]=[CH:8][CH:7]=[C:6]2[N:13]1[CH2:17][CH2:16][CH:15](OS(C)(=O)=O)[CH2:14]1.[H-].[Na+].[SH:25][CH2:26][CH2:27][NH:28][C:29](=[O:35])[O:30][C:31]([CH3:34])([CH3:33])[CH3:32].C(Cl)(Cl)Cl, predict the reaction product. The product is: [CH3:1][O:2][C:3]1[N:4]=[C:5]2[C:10](=[CH:11][CH:12]=1)[N:9]=[CH:8][CH:7]=[C:6]2[N:13]1[CH2:17][CH2:16][CH:15]([S:25][CH2:26][CH2:27][NH:28][C:29](=[O:35])[O:30][C:31]([CH3:33])([CH3:32])[CH3:34])[CH2:14]1. (4) Given the reactants Br[C:2]1[CH:7]=[CH:6][C:5]([C@@H:8]([CH3:40])[CH2:9][O:10][C:11]([NH:13][C:14]2[CH:15]=[C:16]([F:39])[C:17]([O:33][CH2:34][CH2:35][CH2:36][O:37][CH3:38])=[C:18]([CH:32]=2)[CH2:19][N:20]([CH3:31])[C:21](=[O:30])[O:22][CH2:23][C:24]2[CH:29]=[CH:28][CH:27]=[CH:26][CH:25]=2)=[O:12])=[C:4]([CH3:41])[CH:3]=1.CC1(C)C[O:47][B:46](B2OCC(C)(C)CO2)[O:45]C1.C([O-])(=O)C.[K+], predict the reaction product. The product is: [CH2:23]([O:22][C:21]([N:20]([CH2:19][C:18]1[CH:32]=[C:14]([NH:13][C:11]([O:10][CH2:9][C@@H:8]([C:5]2[CH:6]=[CH:7][C:2]([B:46]([OH:47])[OH:45])=[CH:3][C:4]=2[CH3:41])[CH3:40])=[O:12])[CH:15]=[C:16]([F:39])[C:17]=1[O:33][CH2:34][CH2:35][CH2:36][O:37][CH3:38])[CH3:31])=[O:30])[C:24]1[CH:29]=[CH:28][CH:27]=[CH:26][CH:25]=1. (5) Given the reactants Cl[C:2]1[C:3]2[C:4](=[CH:16][N:17](CC3C=CC(OC)=CC=3)[N:18]=2)[N:5]=[C:6]([C:8]2[CH:13]=[CH:12][CH:11]=[CH:10][C:9]=2[O:14][CH3:15])[N:7]=1.[O:28]1[CH2:33][CH2:32][NH:31][C:30]2[CH:34]=[C:35]([NH2:38])[CH:36]=[CH:37][C:29]1=2.Cl, predict the reaction product. The product is: [CH3:15][O:14][C:9]1[CH:10]=[CH:11][CH:12]=[CH:13][C:8]=1[C:6]1[N:7]=[C:2]([NH:38][C:35]2[CH:36]=[CH:37][C:29]3[O:28][CH2:33][CH2:32][NH:31][C:30]=3[CH:34]=2)[C:3]2[NH:18][N:17]=[CH:16][C:4]=2[N:5]=1. (6) The product is: [C:1]([NH:13][C:14]1[CH:23]=[C:22]([Br:24])[CH:21]=[CH:20][C:15]=1[C:16]([O:18][CH3:19])=[O:17])(=[O:8])[C:2]1[CH:7]=[CH:6][CH:5]=[CH:4][CH:3]=1. Given the reactants [C:1](Cl)(=[O:8])[C:2]1[CH:7]=[CH:6][CH:5]=[CH:4][CH:3]=1.C(Cl)Cl.[NH2:13][C:14]1[CH:23]=[C:22]([Br:24])[CH:21]=[CH:20][C:15]=1[C:16]([O:18][CH3:19])=[O:17], predict the reaction product.